This data is from Catalyst prediction with 721,799 reactions and 888 catalyst types from USPTO. The task is: Predict which catalyst facilitates the given reaction. (1) Reactant: CCN=C=NCCCN(C)C.C1C=CC2N(O)N=NC=2C=1.[CH3:22][S:23]([C:26]1[CH:31]=[CH:30][C:29]([CH:32]([CH2:36][CH:37]2[CH2:42][CH2:41][O:40][CH2:39][CH2:38]2)[C:33]([OH:35])=O)=[CH:28][CH:27]=1)(=[O:25])=[O:24].[S:43]1[CH:47]=[CH:46][N:45]=[C:44]1[NH2:48]. Product: [CH3:22][S:23]([C:26]1[CH:27]=[CH:28][C:29]([CH:32]([CH2:36][CH:37]2[CH2:42][CH2:41][O:40][CH2:39][CH2:38]2)[C:33]([NH:48][C:44]2[S:43][CH:47]=[CH:46][N:45]=2)=[O:35])=[CH:30][CH:31]=1)(=[O:24])=[O:25]. The catalyst class is: 3. (2) Reactant: [CH3:1][C:2]1([CH3:15])[C:10](=[O:11])[N:9]2[CH:4]([CH2:5][CH2:6][CH:7]([C:12]([OH:14])=O)[CH2:8]2)[CH2:3]1.[Cl:16][C:17]1[C:18]([CH2:23][NH2:24])=[N:19][CH:20]=[CH:21][N:22]=1.CN(C(ON1N=NC2C=CC=NC1=2)=[N+](C)C)C.F[P-](F)(F)(F)(F)F. Product: [Cl:16][C:17]1[C:18]([CH2:23][NH:24][C:12]([CH:7]2[CH2:6][CH2:5][CH:4]3[N:9]([C:10](=[O:11])[C:2]([CH3:1])([CH3:15])[CH2:3]3)[CH2:8]2)=[O:14])=[N:19][CH:20]=[CH:21][N:22]=1. The catalyst class is: 1. (3) Reactant: [Cl:1][C:2]1[C:3]([C:33]2[C:41]3[C:36](=[CH:37][CH:38]=[CH:39][CH:40]=3)[N:35]([S:42]([C:45]3[CH:50]=[CH:49][CH:48]=[CH:47][CH:46]=3)(=[O:44])=[O:43])[CH:34]=2)=[N:4][C:5]([NH:8][C:9]2[CH:10]=[C:11]([N:15]([CH3:32])[C:16]([C:18]3[CH:23]=[CH:22][C:21]([NH:24]C(=O)OC(C)(C)C)=[CH:20][CH:19]=3)=[O:17])[CH:12]=[CH:13][CH:14]=2)=[N:6][CH:7]=1.C(O)(C(F)(F)F)=O. Product: [NH2:24][C:21]1[CH:20]=[CH:19][C:18]([C:16]([N:15]([C:11]2[CH:12]=[CH:13][CH:14]=[C:9]([NH:8][C:5]3[N:4]=[C:3]([C:33]4[C:41]5[C:36](=[CH:37][CH:38]=[CH:39][CH:40]=5)[N:35]([S:42]([C:45]5[CH:46]=[CH:47][CH:48]=[CH:49][CH:50]=5)(=[O:43])=[O:44])[CH:34]=4)[C:2]([Cl:1])=[CH:7][N:6]=3)[CH:10]=2)[CH3:32])=[O:17])=[CH:23][CH:22]=1. The catalyst class is: 2. (4) Reactant: [NH2:1][C:2]1[C:7]([NH:8][C:9]2[CH:14]=[CH:13][C:12]([I:15])=[CH:11][C:10]=2[F:16])=[C:6]([CH3:17])[C:5](=[O:18])[N:4]2[CH2:19][CH2:20][O:21][C:3]=12.[CH2:22]([C:25]1([S:28](Cl)(=[O:30])=[O:29])[CH2:27][CH2:26]1)[CH:23]=[CH2:24]. Product: [F:16][C:10]1[CH:11]=[C:12]([I:15])[CH:13]=[CH:14][C:9]=1[NH:8][C:7]1[C:2]([NH:1][S:28]([C:25]2([CH2:22][CH:23]=[CH2:24])[CH2:27][CH2:26]2)(=[O:30])=[O:29])=[C:3]2[O:21][CH2:20][CH2:19][N:4]2[C:5](=[O:18])[C:6]=1[CH3:17]. The catalyst class is: 17. (5) Reactant: Br[C:2]1[CH:7]=[C:6]([F:8])[CH:5]=[C:4]([F:9])[CH:3]=1.[O:10]1[CH2:13][C:12](=[O:14])[CH2:11]1. Product: [F:9][C:4]1[CH:3]=[C:2]([C:12]2([OH:14])[CH2:13][O:10][CH2:11]2)[CH:7]=[C:6]([F:8])[CH:5]=1. The catalyst class is: 1. (6) Reactant: [F:1][C:2]1[CH:7]=[CH:6][C:5]([C:8]([C:14]2[CH:19]=[CH:18][C:17]([F:20])=[CH:16][CH:15]=2)([CH:11]([CH3:13])[CH3:12])[C:9]#[N:10])=[CH:4][CH:3]=1.S(=O)(=O)(O)[OH:22].[OH-].[NH4+]. Product: [F:1][C:2]1[CH:7]=[CH:6][C:5]([C:8]([C:14]2[CH:15]=[CH:16][C:17]([F:20])=[CH:18][CH:19]=2)([CH:11]([CH3:13])[CH3:12])[C:9]([NH2:10])=[O:22])=[CH:4][CH:3]=1. The catalyst class is: 15.